Dataset: Reaction yield outcomes from USPTO patents with 853,638 reactions. Task: Predict the reaction yield, written as a fraction of the theoretical maximum amount of product (1.0 means a 100% yield; for example, 0.34 means a 34% yield). (1) The reactants are [C:1]1([CH2:7][C:8]([C:10]2[CH:11]=[N:12][CH:13]=[CH:14][CH:15]=2)=O)[CH:6]=[CH:5][CH:4]=[CH:3][CH:2]=1.[CH2:16]([O:18][C:19]1[CH:20]=[C:21]([CH:24]=[C:25]([N+:28]([O-:30])=[O:29])[C:26]=1[OH:27])[CH:22]=O)[CH3:17].[NH2:31][C:32]([NH2:34])=[O:33].Cl. The catalyst is CCO. The product is [CH2:16]([O:18][C:19]1[CH:20]=[C:21]([CH:22]2[C:7]([C:1]3[CH:6]=[CH:5][CH:4]=[CH:3][CH:2]=3)=[C:8]([C:10]3[CH:11]=[N:12][CH:13]=[CH:14][CH:15]=3)[NH:34][C:32](=[O:33])[NH:31]2)[CH:24]=[C:25]([N+:28]([O-:30])=[O:29])[C:26]=1[OH:27])[CH3:17]. The yield is 0.210. (2) The reactants are CS(O[CH2:6][CH2:7][CH:8]1[N:13]2[CH:14]=[C:15]([C:17]3[CH:22]=[CH:21][CH:20]=[C:19]([O:23][C:24]([F:27])([F:26])[F:25])[CH:18]=3)[CH:16]=[C:12]2[C:11](=[O:28])[NH:10][CH2:9]1)(=O)=O.[N-:29]=[N+:30]=[N-:31].[Na+].O.C([O-])(O)=O.[Na+]. The catalyst is C(#N)C.CN(C=O)C. The product is [N:29]([CH2:6][CH2:7][CH:8]1[N:13]2[CH:14]=[C:15]([C:17]3[CH:22]=[CH:21][CH:20]=[C:19]([O:23][C:24]([F:27])([F:26])[F:25])[CH:18]=3)[CH:16]=[C:12]2[C:11](=[O:28])[NH:10][CH2:9]1)=[N+:30]=[N-:31]. The yield is 0.800. (3) The reactants are [F:1][C:2]([F:39])([F:38])[C:3]1[CH:4]=[C:5]([N:13]([CH3:37])[C:14]([N:16]([CH3:36])[C@@H:17]2[C@@H:21]([C:22]3[CH:27]=[CH:26][C:25]([F:28])=[CH:24][CH:23]=3)[CH2:20][N:19](C(OC(C)(C)C)=O)[CH2:18]2)=[O:15])[CH:6]=[C:7]([C:9]([F:12])([F:11])[F:10])[CH:8]=1.[ClH:40].CC(O)C. No catalyst specified. The product is [ClH:40].[F:12][C:9]([F:10])([F:11])[C:7]1[CH:6]=[C:5]([N:13]([CH3:37])[C:14]([N:16]([C@@H:17]2[C@@H:21]([C:22]3[CH:23]=[CH:24][C:25]([F:28])=[CH:26][CH:27]=3)[CH2:20][NH:19][CH2:18]2)[CH3:36])=[O:15])[CH:4]=[C:3]([C:2]([F:39])([F:1])[F:38])[CH:8]=1. The yield is 0.870.